Dataset: Forward reaction prediction with 1.9M reactions from USPTO patents (1976-2016). Task: Predict the product of the given reaction. (1) The product is: [CH3:9][O:8][C:5]1[CH:6]=[CH:7][C:2]([CH2:1][NH:18][CH2:17][C:16]2[CH:19]=[CH:20][C:13]([O:12][CH3:11])=[CH:14][CH:15]=2)=[CH:3][CH:4]=1. Given the reactants [CH:1](=O)[C:2]1[CH:7]=[CH:6][C:5]([O:8][CH3:9])=[CH:4][CH:3]=1.[CH3:11][O:12][C:13]1[CH:20]=[CH:19][C:16]([CH2:17][NH2:18])=[CH:15][CH:14]=1.C1(C)C=CC=CC=1.[BH4-].[Na+], predict the reaction product. (2) Given the reactants [CH3:1][C:2]1[O:6][N:5]=[C:4]([C:7]2[CH:12]=[CH:11][CH:10]=[CH:9][CH:8]=2)[C:3]=1[C:13]1[N:17]2[CH2:18][C:19]3[C:24]([C:16]2=[N:15][N:14]=1)=[CH:23][C:22]([C:25]1[CH2:26][CH2:27][NH:28][CH2:29][CH:30]=1)=[CH:21][CH:20]=3.C=O.[C:33]([BH3-])#N.[Na+], predict the reaction product. The product is: [CH3:1][C:2]1[O:6][N:5]=[C:4]([C:7]2[CH:12]=[CH:11][CH:10]=[CH:9][CH:8]=2)[C:3]=1[C:13]1[N:17]2[CH2:18][C:19]3[C:24]([C:16]2=[N:15][N:14]=1)=[CH:23][C:22]([C:25]1[CH2:26][CH2:27][N:28]([CH3:33])[CH2:29][CH:30]=1)=[CH:21][CH:20]=3. (3) Given the reactants C(N(CC)CC)C.Cl.O.[NH:10]1[CH2:15][CH2:14][C:13](=[O:16])[CH2:12][CH2:11]1.Cl[C:18]1[N:23]=[C:22]([O:24][C:25]2[CH:51]=[CH:50][CH:49]=[CH:48][C:26]=2[CH2:27][NH:28][C:29]([NH:31][C:32]2[N:36]([C:37]3[CH:42]=[CH:41][C:40]([CH3:43])=[CH:39][CH:38]=3)[N:35]=[C:34]([C:44]([CH3:47])([CH3:46])[CH3:45])[CH:33]=2)=[O:30])[CH:21]=[CH:20][N:19]=1.C(=O)([O-])[O-].[Na+].[Na+], predict the reaction product. The product is: [O:16]=[C:13]1[CH2:14][CH2:15][N:10]([C:18]2[N:23]=[C:22]([O:24][C:25]3[CH:51]=[CH:50][CH:49]=[CH:48][C:26]=3[CH2:27][NH:28][C:29]([NH:31][C:32]3[N:36]([C:37]4[CH:42]=[CH:41][C:40]([CH3:43])=[CH:39][CH:38]=4)[N:35]=[C:34]([C:44]([CH3:46])([CH3:47])[CH3:45])[CH:33]=3)=[O:30])[CH:21]=[CH:20][N:19]=2)[CH2:11][CH2:12]1. (4) Given the reactants C([O:5][C:6]([C:8]1[CH:19]=[C:18]([O:20][C:21]2[CH:26]=[CH:25][C:24]([C:27]([N:29]3[CH2:32][CH2:31][CH2:30]3)=[O:28])=[C:23]([F:33])[CH:22]=2)[C:11]2[CH2:12][C:13]([CH2:16][OH:17])([CH3:15])[O:14][C:10]=2[CH:9]=1)=O)(C)(C)C.[NH2:34][C:35]1[CH:40]=[CH:39][C:38]([CH3:41])=[CH:37][N:36]=1, predict the reaction product. The product is: [CH3:41][C:38]1[CH:39]=[CH:40][C:35]([NH:34][C:6]([C:8]2[CH:19]=[C:18]([O:20][C:21]3[CH:26]=[CH:25][C:24]([C:27]([N:29]4[CH2:32][CH2:31][CH2:30]4)=[O:28])=[C:23]([F:33])[CH:22]=3)[C:11]3[CH2:12][C:13]([CH2:16][OH:17])([CH3:15])[O:14][C:10]=3[CH:9]=2)=[O:5])=[N:36][CH:37]=1. (5) Given the reactants [CH2:1]([O:3][C:4]([N:6]1[CH2:11][CH2:10][CH:9]([C:12]2[C:20]3[C:15](=[CH:16][CH:17]=[CH:18][CH:19]=3)[NH:14][CH:13]=2)[CH2:8][CH2:7]1)=[O:5])[CH3:2].Cl[CH2:22][CH2:23][O:24][C:25]1[CH:33]=[CH:32][C:28]2[O:29][CH2:30][O:31][C:27]=2[CH:26]=1, predict the reaction product. The product is: [CH2:1]([O:3][C:4]([N:6]1[CH2:11][CH2:10][CH:9]([C:12]2[C:20]3[C:15](=[CH:16][CH:17]=[CH:18][CH:19]=3)[N:14]([CH2:22][CH2:23][O:24][C:25]3[CH:33]=[CH:32][C:28]4[O:29][CH2:30][O:31][C:27]=4[CH:26]=3)[CH:13]=2)[CH2:8][CH2:7]1)=[O:5])[CH3:2]. (6) Given the reactants [CH3:1][N:2]([C@H:16]1[CH2:25][CH2:24][C:23]2[C:18](=[CH:19][CH:20]=[C:21]([CH:26]=C)[CH:22]=2)[CH2:17]1)[C:3]([C:5]1[CH:10]=[CH:9][C:8]([O:11][CH2:12][CH:13]2[CH2:15][CH2:14]2)=[CH:7][N:6]=1)=[O:4].CC([OH:31])C.O.I([O-])(=O)(=O)=O.[Na+], predict the reaction product. The product is: [CH:26]([C:21]1[CH:22]=[C:23]2[C:18](=[CH:19][CH:20]=1)[CH2:17][C@@H:16]([N:2]([CH3:1])[C:3]([C:5]1[CH:10]=[CH:9][C:8]([O:11][CH2:12][CH:13]3[CH2:15][CH2:14]3)=[CH:7][N:6]=1)=[O:4])[CH2:25][CH2:24]2)=[O:31]. (7) Given the reactants [Br:1][C:2]1[C:22]([OH:23])=[CH:21][C:5]2[C:6]([C:9]([C:11]3[CH:16]=[CH:15][C:14]([O:17][CH3:18])=[C:13]([O:19][CH3:20])[CH:12]=3)=[O:10])=[CH:7][O:8][C:4]=2[C:3]=1[Br:24].[N+]([O-])(O)=[O:26].O.C(Cl)(Cl)Cl.CO, predict the reaction product. The product is: [Br:1][C:2]1[C:22](=[O:23])[C:21](=[O:26])[C:5]2[C:6]([C:9](=[O:10])[C:11]3[CH:16]=[CH:15][C:14]([O:17][CH3:18])=[C:13]([O:19][CH3:20])[CH:12]=3)=[CH:7][O:8][C:4]=2[C:3]=1[Br:24].